This data is from Full USPTO retrosynthesis dataset with 1.9M reactions from patents (1976-2016). The task is: Predict the reactants needed to synthesize the given product. (1) Given the product [CH3:36][N:37]([CH2:9][C:8]1[C:4]([CH:1]([CH3:3])[CH3:2])=[N:5][N:6]([C:11]2[C:16]([CH3:17])=[CH:15][N:14]=[C:13]([NH:18][C:19]3[C:20]([O:34][CH3:35])=[CH:21][C:22]([N:28]4[CH2:29][CH2:30][O:31][CH2:32][CH2:33]4)=[C:23]([NH:25][C:20](=[O:34])[CH:19]=[CH2:24])[CH:24]=3)[N:12]=2)[CH:7]=1)[CH3:38], predict the reactants needed to synthesize it. The reactants are: [CH:1]([C:4]1[C:8]([CH:9]=O)=[CH:7][N:6]([C:11]2[C:16]([CH3:17])=[CH:15][N:14]=[C:13]([NH:18][C:19]3[CH:24]=[C:23]([N+:25]([O-])=O)[C:22]([N:28]4[CH2:33][CH2:32][O:31][CH2:30][CH2:29]4)=[CH:21][C:20]=3[O:34][CH3:35])[N:12]=2)[N:5]=1)([CH3:3])[CH3:2].[CH3:36][NH:37][CH3:38]. (2) The reactants are: [C:1](/[C:3](=[C:9](\[C:18]1[C:19]([CH:24]([F:26])[F:25])=[N:20][N:21]([CH3:23])[CH:22]=1)/[NH:10][CH:11]([C:13]1[S:14][CH:15]=[CH:16][N:17]=1)[CH3:12])/[C:4]([O:6]CC)=O)#[N:2].[CH2:27]([NH2:29])[CH3:28].[CH3:30][Al](C)C. Given the product [C:1](/[C:3](=[C:9](\[C:18]1[C:19]([CH:24]([F:26])[F:25])=[N:20][N:21]([CH3:23])[CH:22]=1)/[NH:10][CH:11]([C:13]1[S:14][CH:15]=[CH:16][N:17]=1)[CH3:12])/[C:4]([NH:29][CH:27]1[CH2:30][CH2:28]1)=[O:6])#[N:2], predict the reactants needed to synthesize it. (3) Given the product [N:1]1([C:6]2[N:11]=[CH:10][C:9]([CH2:12][O:13][NH2:14])=[CH:8][CH:7]=2)[CH:5]=[CH:4][CH:3]=[N:2]1, predict the reactants needed to synthesize it. The reactants are: [N:1]1([C:6]2[N:11]=[CH:10][C:9]([CH2:12][O:13][N:14]3C(=O)C4C(=CC=CC=4)C3=O)=[CH:8][CH:7]=2)[CH:5]=[CH:4][CH:3]=[N:2]1. (4) Given the product [CH:1]1([CH2:6][CH:7]([N:11]2[C:16](=[O:17])[CH:15]=[C:14]([O:18][C:19]3[CH:28]=[CH:27][CH:26]=[C:25]4[C:20]=3[CH:21]=[CH:22][CH:23]=[N:24]4)[CH:13]=[N:12]2)[C:8]([NH:29][C:30]2[CH:34]=[CH:33][N:32]([CH2:35][C:36]([OH:38])([CH3:37])[CH3:39])[N:31]=2)=[O:10])[CH2:5][CH2:4][CH2:3][CH2:2]1, predict the reactants needed to synthesize it. The reactants are: [CH:1]1([CH2:6][CH:7]([N:11]2[C:16](=[O:17])[CH:15]=[C:14]([O:18][C:19]3[CH:28]=[CH:27][CH:26]=[C:25]4[C:20]=3[CH:21]=[CH:22][CH:23]=[N:24]4)[CH:13]=[N:12]2)[C:8]([OH:10])=O)[CH2:5][CH2:4][CH2:3][CH2:2]1.[NH2:29][C:30]1[CH:34]=[CH:33][N:32]([CH2:35][C:36]([CH3:39])([OH:38])[CH3:37])[N:31]=1. (5) Given the product [F:1][C:2]1[CH:3]=[CH:4][C:5]([CH:8]([C:21]2[CH:22]=[CH:23][C:24]([F:27])=[CH:25][CH:26]=2)[CH2:9][CH2:10][NH:11][C:12](=[O:20])[C:13]2[CH:18]=[CH:17][N:16]=[C:15]([O:31][CH2:30][C:29]([F:33])([F:32])[F:28])[CH:14]=2)=[CH:6][CH:7]=1, predict the reactants needed to synthesize it. The reactants are: [F:1][C:2]1[CH:7]=[CH:6][C:5]([CH:8]([C:21]2[CH:26]=[CH:25][C:24]([F:27])=[CH:23][CH:22]=2)[CH2:9][CH2:10][NH:11][C:12](=[O:20])[C:13]2[CH:18]=[CH:17][N:16]=[C:15](F)[CH:14]=2)=[CH:4][CH:3]=1.[F:28][C:29]([F:33])([F:32])[CH2:30][OH:31].[H-].[Na+]. (6) Given the product [F:53][C:2]([F:1])([F:52])[C:3]1[CH:4]=[C:5]([CH:45]=[C:46]([C:48]([F:51])([F:50])[F:49])[CH:47]=1)[CH2:6][N:7]([CH2:23][C:24]1[CH:29]=[C:28]([C:30]([F:33])([F:32])[F:31])[CH:27]=[CH:26][C:25]=1[C:34]1[C:39]([O:40][CH3:41])=[CH:38][CH:37]=[C:36]([CH:42]([CH3:43])[CH3:44])[N:35]=1)[C:8]1[N:9]=[CH:10][C:11]([O:14][CH2:15][CH2:16][CH2:17][C:18]([O:20][CH2:21][CH3:22])=[O:19])=[CH:12][N:13]=1, predict the reactants needed to synthesize it. The reactants are: [F:1][C:2]([F:53])([F:52])[C:3]1[CH:4]=[C:5]([CH:45]=[C:46]([C:48]([F:51])([F:50])[F:49])[CH:47]=1)[CH2:6][N:7]([CH2:23][C:24]1[CH:29]=[C:28]([C:30]([F:33])([F:32])[F:31])[CH:27]=[CH:26][C:25]=1[C:34]1[C:39]([O:40][CH3:41])=[CH:38][CH:37]=[C:36]([C:42]([CH3:44])=[CH2:43])[N:35]=1)[C:8]1[N:13]=[CH:12][C:11]([O:14][CH2:15][CH2:16][CH2:17][C:18]([O:20][CH2:21][CH3:22])=[O:19])=[CH:10][N:9]=1. (7) Given the product [I:1][C:2]1[C:6]2=[N:7][CH:8]=[C:9]([C:11]3[C:12]([CH3:17])=[N:13][O:14][C:15]=3[CH3:16])[CH:10]=[C:5]2[N:4]([C:24]([CH3:26])([C:19]2[CH:20]=[CH:21][CH:22]=[CH:23][N:18]=2)[CH3:25])[CH:3]=1, predict the reactants needed to synthesize it. The reactants are: [I:1][C:2]1[C:6]2=[N:7][CH:8]=[C:9]([C:11]3[C:12]([CH3:17])=[N:13][O:14][C:15]=3[CH3:16])[CH:10]=[C:5]2[NH:4][CH:3]=1.[N:18]1[CH:23]=[CH:22][CH:21]=[CH:20][C:19]=1[C:24](O)([CH3:26])[CH3:25].O(P(C1C=CC=CC=1)C1C=CC=CC=1)C1C=CC=CC=1.C(OC(/N=N/C(=O)OCC)=O)C.